From a dataset of NCI-60 drug combinations with 297,098 pairs across 59 cell lines. Regression. Given two drug SMILES strings and cell line genomic features, predict the synergy score measuring deviation from expected non-interaction effect. (1) Drug 1: CC1OCC2C(O1)C(C(C(O2)OC3C4COC(=O)C4C(C5=CC6=C(C=C35)OCO6)C7=CC(=C(C(=C7)OC)O)OC)O)O. Drug 2: C1=NC2=C(N=C(N=C2N1C3C(C(C(O3)CO)O)O)F)N. Cell line: OVCAR-4. Synergy scores: CSS=2.59, Synergy_ZIP=9.33, Synergy_Bliss=-0.880, Synergy_Loewe=-2.40, Synergy_HSA=-1.68. (2) Drug 1: C1=CC(=CC=C1CCC2=CNC3=C2C(=O)NC(=N3)N)C(=O)NC(CCC(=O)O)C(=O)O. Drug 2: C1C(C(OC1N2C=NC3=C(N=C(N=C32)Cl)N)CO)O. Cell line: RXF 393. Synergy scores: CSS=12.1, Synergy_ZIP=-6.43, Synergy_Bliss=-5.38, Synergy_Loewe=-4.03, Synergy_HSA=-3.41. (3) Drug 1: COC1=CC(=CC(=C1O)OC)C2C3C(COC3=O)C(C4=CC5=C(C=C24)OCO5)OC6C(C(C7C(O6)COC(O7)C8=CC=CS8)O)O. Drug 2: CC1=C2C(C(=O)C3(C(CC4C(C3C(C(C2(C)C)(CC1OC(=O)C(C(C5=CC=CC=C5)NC(=O)C6=CC=CC=C6)O)O)OC(=O)C7=CC=CC=C7)(CO4)OC(=O)C)O)C)OC(=O)C. Cell line: HCC-2998. Synergy scores: CSS=32.3, Synergy_ZIP=-11.2, Synergy_Bliss=-12.4, Synergy_Loewe=-10.2, Synergy_HSA=-7.43. (4) Drug 1: CCC1=CC2CC(C3=C(CN(C2)C1)C4=CC=CC=C4N3)(C5=C(C=C6C(=C5)C78CCN9C7C(C=CC9)(C(C(C8N6C)(C(=O)OC)O)OC(=O)C)CC)OC)C(=O)OC.C(C(C(=O)O)O)(C(=O)O)O. Drug 2: C1=CN(C=N1)CC(O)(P(=O)(O)O)P(=O)(O)O. Cell line: SK-MEL-28. Synergy scores: CSS=25.7, Synergy_ZIP=-7.73, Synergy_Bliss=-12.0, Synergy_Loewe=-25.8, Synergy_HSA=-11.4. (5) Drug 1: CC1C(C(=O)NC(C(=O)N2CCCC2C(=O)N(CC(=O)N(C(C(=O)O1)C(C)C)C)C)C(C)C)NC(=O)C3=C4C(=C(C=C3)C)OC5=C(C(=O)C(=C(C5=N4)C(=O)NC6C(OC(=O)C(N(C(=O)CN(C(=O)C7CCCN7C(=O)C(NC6=O)C(C)C)C)C)C(C)C)C)N)C. Drug 2: CN1C(=O)N2C=NC(=C2N=N1)C(=O)N. Cell line: SW-620. Synergy scores: CSS=25.8, Synergy_ZIP=-4.70, Synergy_Bliss=-0.515, Synergy_Loewe=-19.1, Synergy_HSA=-0.852.